Dataset: NCI-60 drug combinations with 297,098 pairs across 59 cell lines. Task: Regression. Given two drug SMILES strings and cell line genomic features, predict the synergy score measuring deviation from expected non-interaction effect. (1) Drug 1: C1CN1C2=NC(=NC(=N2)N3CC3)N4CC4. Drug 2: C1CCC(CC1)NC(=O)N(CCCl)N=O. Cell line: NCIH23. Synergy scores: CSS=58.4, Synergy_ZIP=-5.61, Synergy_Bliss=-7.70, Synergy_Loewe=-33.4, Synergy_HSA=-6.98. (2) Drug 1: CS(=O)(=O)CCNCC1=CC=C(O1)C2=CC3=C(C=C2)N=CN=C3NC4=CC(=C(C=C4)OCC5=CC(=CC=C5)F)Cl. Drug 2: C1CN(CCN1C(=O)CCBr)C(=O)CCBr. Cell line: UACC-257. Synergy scores: CSS=7.44, Synergy_ZIP=-3.69, Synergy_Bliss=0.0822, Synergy_Loewe=-2.16, Synergy_HSA=-0.230. (3) Drug 1: C1=CC=C(C=C1)NC(=O)CCCCCCC(=O)NO. Drug 2: B(C(CC(C)C)NC(=O)C(CC1=CC=CC=C1)NC(=O)C2=NC=CN=C2)(O)O. Cell line: UO-31. Synergy scores: CSS=16.2, Synergy_ZIP=0.00816, Synergy_Bliss=2.20, Synergy_Loewe=-30.2, Synergy_HSA=0.873.